This data is from Full USPTO retrosynthesis dataset with 1.9M reactions from patents (1976-2016). The task is: Predict the reactants needed to synthesize the given product. (1) Given the product [Cl:1][C:2]1[CH:10]=[C:9]([N:11]2[CH2:15][CH2:14][CH2:13][CH2:12]2)[CH:8]=[CH:7][C:3]=1[C:4]([Cl:18])=[O:5], predict the reactants needed to synthesize it. The reactants are: [Cl:1][C:2]1[CH:10]=[C:9]([N:11]2[CH2:15][CH2:14][CH2:13][CH2:12]2)[CH:8]=[CH:7][C:3]=1[C:4](O)=[O:5].S(Cl)([Cl:18])=O.CN1CCCC1=O. (2) Given the product [CH2:1]([C:5]1[O:6][C:7]2[CH:13]=[CH:12][C:11]([NH:14][S:15]([CH3:18])(=[O:16])=[O:17])=[CH:10][C:8]=2[C:9]=1[CH:32]([C:31]1[CH:30]=[CH:29][C:28]([O:27][CH2:26][CH2:25][CH2:24][N:23]([CH2:36][CH2:37][CH2:38][CH3:39])[CH2:19][CH2:20][CH2:21][CH3:22])=[CH:35][CH:34]=1)[OH:33])[CH2:2][CH2:3][CH3:4], predict the reactants needed to synthesize it. The reactants are: [CH2:1]([C:5]1[O:6][C:7]2[CH:13]=[CH:12][C:11]([NH:14][S:15]([CH3:18])(=[O:17])=[O:16])=[CH:10][C:8]=2[CH:9]=1)[CH2:2][CH2:3][CH3:4].[CH2:19]([N:23]([CH2:36][CH2:37][CH2:38][CH3:39])[CH2:24][CH2:25][CH2:26][O:27][C:28]1[CH:35]=[CH:34][C:31]([CH:32]=[O:33])=[CH:30][CH:29]=1)[CH2:20][CH2:21][CH3:22].O. (3) Given the product [Cl:46][C:41]1[CH:40]=[C:39]([CH:44]=[CH:43][C:42]=1[F:45])[CH2:38][C:35]1[S:34][C:33]([C:10]2[N:11]=[C:12]3[C:19]([N:20]4[CH2:24][CH2:23][N:22]([CH3:25])[C:21]4=[O:26])=[CH:18][C:17]([N:27]4[CH2:32][CH2:31][O:30][CH2:29][CH2:28]4)=[CH:16][N:13]3[C:14](=[O:15])[C:9]=2[OH:8])=[N:37][CH:36]=1, predict the reactants needed to synthesize it. The reactants are: C([O:8][C:9]1[C:14](=[O:15])[N:13]2[CH:16]=[C:17]([N:27]3[CH2:32][CH2:31][O:30][CH2:29][CH2:28]3)[CH:18]=[C:19]([N:20]3[CH2:24][CH2:23][N:22]([CH3:25])[C:21]3=[O:26])[C:12]2=[N:11][C:10]=1[C:33]1[S:34][C:35]([CH2:38][C:39]2[CH:44]=[CH:43][C:42]([F:45])=[C:41]([Cl:46])[CH:40]=2)=[CH:36][N:37]=1)C1C=CC=CC=1.